From a dataset of Catalyst prediction with 721,799 reactions and 888 catalyst types from USPTO. Predict which catalyst facilitates the given reaction. (1) Reactant: [H-].[Na+].[Cl:3][C:4]1[CH:22]=[C:21]([C:23]2[CH2:28][CH2:27][C:26](=[O:29])[NH:25][N:24]=2)[CH:20]=[CH:19][C:5]=1[O:6][CH2:7][C:8]([NH:10][CH2:11][C:12]1[CH:17]=[CH:16][C:15]([OH:18])=[CH:14][CH:13]=1)=[O:9].NCCNC(=O)CCC1C=CC(O[CH2:44][C@@H:45]([OH:51])[CH2:46]NC(C)C)=CC=1.[Cl-].[NH4+]. Product: [Cl:3][C:4]1[CH:22]=[C:21]([C:23]2[CH2:28][CH2:27][C:26](=[O:29])[NH:25][N:24]=2)[CH:20]=[CH:19][C:5]=1[O:6][CH2:7][C:8]([NH:10][CH2:11][C:12]1[CH:13]=[CH:14][C:15]([O:18][CH2:46][CH:45]2[CH2:44][O:51]2)=[CH:16][CH:17]=1)=[O:9]. The catalyst class is: 9. (2) Reactant: [N:1]([CH:4]([CH2:10][CH2:11][CH2:12][C:13]#[C:14][C:15]1[CH:20]=[CH:19][C:18]([C:21]2[O:25][C:24]([CH3:26])=[N:23][CH:22]=2)=[C:17]([O:27][CH3:28])[CH:16]=1)[C:5]([O:7][CH2:8][CH3:9])=[O:6])=[N+:2]=[N-:3]. Product: [CH3:28][O:27][C:17]1[CH:16]=[C:15]([C:14]2[N:3]=[N:2][N:1]3[CH:4]([C:5]([O:7][CH2:8][CH3:9])=[O:6])[CH2:10][CH2:11][CH2:12][C:13]=23)[CH:20]=[CH:19][C:18]=1[C:21]1[O:25][C:24]([CH3:26])=[N:23][CH:22]=1. The catalyst class is: 159. (3) Reactant: CS(C)=O.C(Cl)(=O)C(Cl)=O.[C:11]([C:13]1[C:23]2[O:22][CH2:21][CH2:20][N:19]([C:24]([O:26][C:27]([CH3:30])([CH3:29])[CH3:28])=[O:25])[CH:18]([CH2:31][CH2:32][OH:33])[C:17]=2[CH:16]=[CH:15][CH:14]=1)#[N:12].C(N(CC)CC)C. Product: [C:11]([C:13]1[C:23]2[O:22][CH2:21][CH2:20][N:19]([C:24]([O:26][C:27]([CH3:28])([CH3:29])[CH3:30])=[O:25])[CH:18]([CH2:31][CH:32]=[O:33])[C:17]=2[CH:16]=[CH:15][CH:14]=1)#[N:12]. The catalyst class is: 4. (4) Reactant: [NH:1]([C:9]([O:11][C:12]([CH3:15])([CH3:14])[CH3:13])=[O:10])[C:2]([O:4][C:5]([CH3:8])([CH3:7])[CH3:6])=[O:3].CC(C)([O-])C.[K+].[CH2:22]([O:29][C:30]1[CH:35]=[CH:34][CH:33]=[CH:32][C:31]=1[CH2:36]Cl)[C:23]1[CH:28]=[CH:27][CH:26]=[CH:25][CH:24]=1.O. Product: [C:12]([O:11][C:9]([N:1]([CH2:36][C:31]1[CH:32]=[CH:33][CH:34]=[CH:35][C:30]=1[O:29][CH2:22][C:23]1[CH:28]=[CH:27][CH:26]=[CH:25][CH:24]=1)[C:2]([O:4][C:5]([CH3:6])([CH3:7])[CH3:8])=[O:3])=[O:10])([CH3:15])([CH3:14])[CH3:13]. The catalyst class is: 3. (5) Reactant: [CH2:1]([N:3]([CH2:19][CH3:20])[C:4](=[O:18])[C:5]1[C:10]([CH:11]=[O:12])=[CH:9][CH:8]=[C:7]([F:13])[C:6]=1[Si:14]([CH3:17])([CH3:16])[CH3:15])[CH3:2].[BH4-].[Na+]. Product: [CH2:19]([N:3]([CH2:1][CH3:2])[C:4](=[O:18])[C:5]1[C:10]([CH2:11][OH:12])=[CH:9][CH:8]=[C:7]([F:13])[C:6]=1[Si:14]([CH3:16])([CH3:15])[CH3:17])[CH3:20]. The catalyst class is: 8. (6) Reactant: Cl[C:2]([O:4][CH2:5][C:6]1[CH:11]=[CH:10][CH:9]=[CH:8][CH:7]=1)=[O:3].[C:12]([O:16][C:17](=[O:42])[NH:18][C:19]1[C:20]([NH:31][C:32](=[O:41])[C:33]2[CH:38]=[CH:37][C:36]([CH2:39][NH2:40])=[CH:35][CH:34]=2)=[N:21][C:22]([C:25]2[CH:30]=[CH:29][CH:28]=[CH:27][CH:26]=2)=[CH:23][CH:24]=1)([CH3:15])([CH3:14])[CH3:13].CCN(C(C)C)C(C)C.O. Product: [CH2:5]([O:4][C:2](=[O:3])[NH:40][CH2:39][C:36]1[CH:37]=[CH:38][C:33]([C:32]([NH:31][C:20]2[C:19]([NH:18][C:17]([O:16][C:12]([CH3:15])([CH3:14])[CH3:13])=[O:42])=[CH:24][CH:23]=[C:22]([C:25]3[CH:26]=[CH:27][CH:28]=[CH:29][CH:30]=3)[N:21]=2)=[O:41])=[CH:34][CH:35]=1)[C:6]1[CH:11]=[CH:10][CH:9]=[CH:8][CH:7]=1. The catalyst class is: 1.